From a dataset of Full USPTO retrosynthesis dataset with 1.9M reactions from patents (1976-2016). Predict the reactants needed to synthesize the given product. (1) Given the product [OH:18][CH2:17][C:10]1[C:11]([C:13]([F:16])([F:15])[F:14])=[CH:12][N:8]([CH3:7])[N:9]=1, predict the reactants needed to synthesize it. The reactants are: [H-].[Al+3].[Li+].[H-].[H-].[H-].[CH3:7][N:8]1[CH:12]=[C:11]([C:13]([F:16])([F:15])[F:14])[C:10]([C:17](O)=[O:18])=[N:9]1. (2) The reactants are: [F:1][C:2]1[CH:27]=[CH:26][CH:25]=[C:24]([F:28])[C:3]=1[C:4]([NH:6][C:7](=[O:23])[N:8]([C:10]1[C:15]([F:16])=[CH:14][C:13]([S:17][C:18]([F:21])([F:20])[F:19])=[CH:12][C:11]=1[F:22])[CH3:9])=[O:5].[H-].[Na+].[CH3:31]I.[Cl-].[NH4+]. Given the product [F:1][C:2]1[CH:27]=[CH:26][CH:25]=[C:24]([F:28])[C:3]=1[C:4]([N:6]([CH3:31])[C:7]([N:8]([C:10]1[C:11]([F:22])=[CH:12][C:13]([S:17][C:18]([F:20])([F:21])[F:19])=[CH:14][C:15]=1[F:16])[CH3:9])=[O:23])=[O:5], predict the reactants needed to synthesize it. (3) Given the product [CH3:1][O:2][C:3]1[CH:8]=[CH:7][C:6]([O:9][CH:23]([CH3:24])[C:22]([O:21][CH3:20])=[O:26])=[C:5]([N+:10]([O-:12])=[O:11])[CH:4]=1, predict the reactants needed to synthesize it. The reactants are: [CH3:1][O:2][C:3]1[CH:8]=[CH:7][C:6]([OH:9])=[C:5]([N+:10]([O-:12])=[O:11])[CH:4]=1.C1(O)C=CC=CC=1.[CH3:20][O:21][C:22](=[O:26])[CH:23](Br)[CH3:24]. (4) Given the product [Cl:1][C:2]1[CH:3]=[C:4]([NH:16][C:17]2[C:26]3[C:21](=[CH:22][CH:23]=[CH:24][C:25]=3[O:27][C@H:29]([CH2:34][CH2:33][OH:32])[C:30]([N:36]([CH3:37])[CH3:35])=[O:31])[N:20]=[CH:19][N:18]=2)[CH:5]=[CH:6][C:7]=1[O:8][CH2:9][C:10]1[CH:15]=[CH:14][CH:13]=[CH:12][N:11]=1, predict the reactants needed to synthesize it. The reactants are: [Cl:1][C:2]1[CH:3]=[C:4]([NH:16][C:17]2[C:26]3[C:25]([OH:27])=[CH:24][CH:23]=[CH:22][C:21]=3[N:20]=[CH:19][N:18]=2)[CH:5]=[CH:6][C:7]=1[O:8][CH2:9][C:10]1[CH:15]=[CH:14][CH:13]=[CH:12][N:11]=1.O[C@H:29]1[CH2:34][CH2:33][O:32][C:30]1=[O:31].[CH3:35][NH:36][CH3:37].C1COCC1.